Task: Predict the product of the given reaction.. Dataset: Forward reaction prediction with 1.9M reactions from USPTO patents (1976-2016) Given the reactants [H-].[Al+3].[Li+].[H-].[H-].[H-].[Cl:7][C:8]1[CH:13]=[CH:12][C:11]([S:14][CH:15]([C:23]2[CH:28]=[C:27]([F:29])[CH:26]=[CH:25][C:24]=2[F:30])[C:16]([CH3:22])([CH3:21])[C:17](OC)=[O:18])=[CH:10][CH:9]=1, predict the reaction product. The product is: [Cl:7][C:8]1[CH:9]=[CH:10][C:11]([S:14][CH:15]([C:23]2[CH:28]=[C:27]([F:29])[CH:26]=[CH:25][C:24]=2[F:30])[C:16]([CH3:21])([CH3:22])[CH2:17][OH:18])=[CH:12][CH:13]=1.